This data is from Forward reaction prediction with 1.9M reactions from USPTO patents (1976-2016). The task is: Predict the product of the given reaction. (1) Given the reactants [NH3:1].Cl[C:3]1[N:8]=[C:7]([Cl:9])[C:6]([C:10]([F:13])([F:12])[F:11])=[CH:5][N:4]=1, predict the reaction product. The product is: [Cl:9][C:7]1[C:6]([C:10]([F:13])([F:12])[F:11])=[CH:5][N:4]=[C:3]([NH2:1])[N:8]=1. (2) Given the reactants [Cl:1][C:2]1[CH:23]=[C:22]([Cl:24])[CH:21]=[CH:20][C:3]=1[CH2:4][NH:5][C:6]1[CH:15]=[C:14]([C:16]([O:18][CH3:19])=[O:17])[CH:13]=[CH:12][C:7]=1[C:8]([O:10][CH3:11])=[O:9].CN(C)C1C=CC=CC=1.[C:34](Cl)(=[O:36])[CH3:35].Cl, predict the reaction product. The product is: [C:34]([N:5]([CH2:4][C:3]1[CH:20]=[CH:21][C:22]([Cl:24])=[CH:23][C:2]=1[Cl:1])[C:6]1[CH:15]=[C:14]([C:16]([O:18][CH3:19])=[O:17])[CH:13]=[CH:12][C:7]=1[C:8]([O:10][CH3:11])=[O:9])(=[O:36])[CH3:35]. (3) Given the reactants [O:1]1[CH2:3][C@H:2]1[CH2:4][N:5]1[C:17]2[CH:16]=[CH:15][CH:14]=[CH:13][C:12]=2[C:11]2[C:6]1=[CH:7][CH:8]=[CH:9][CH:10]=2.[NH2:18][CH2:19][C@@H:20]([NH:22][C:23](=[O:29])[O:24][C:25]([CH3:28])([CH3:27])[CH3:26])[CH3:21], predict the reaction product. The product is: [CH:16]1[C:17]2[N:5]([CH2:4][C@@H:2]([OH:1])[CH2:3][NH:18][CH2:19][C@@H:20]([NH:22][C:23](=[O:29])[O:24][C:25]([CH3:28])([CH3:27])[CH3:26])[CH3:21])[C:6]3[C:11](=[CH:10][CH:9]=[CH:8][CH:7]=3)[C:12]=2[CH:13]=[CH:14][CH:15]=1. (4) Given the reactants [SH:1][C:2]1[CH:3]=[C:4]([CH:8]=[CH:9][CH:10]=1)[C:5]([OH:7])=[O:6].Cl.[CH3:12]O, predict the reaction product. The product is: [CH3:12][O:6][C:5](=[O:7])[C:4]1[CH:8]=[CH:9][CH:10]=[C:2]([SH:1])[CH:3]=1. (5) Given the reactants [CH:1]([NH:4][CH:5](C)[CH3:6])(C)[CH3:2].F[P-](F)(F)(F)(F)F.CN(C(ON1C2=NC=CC=C2N=N1)=[N+](C)C)C.[C:32]([O:36][C:37]([NH:39][CH2:40][C@H:41]1[CH2:46][CH2:45][C@H:44]([C:47]([NH:49][C@H:50]([C:67](=[O:80])[NH:68][C:69]2[CH:74]=[CH:73][C:72]([C:75]3[N:76]=[N:77][NH:78][N:79]=3)=[CH:71][CH:70]=2)[CH2:51][C:52]2[CH:57]=[CH:56][C:55]([C:58]3[C:59]([C:64](O)=[O:65])=[CH:60][CH:61]=[CH:62][CH:63]=3)=[CH:54][CH:53]=2)=[O:48])[CH2:43][CH2:42]1)=[O:38])([CH3:35])([CH3:34])[CH3:33].C(NCC)C, predict the reaction product. The product is: [CH2:1]([N:4]([CH2:5][CH3:6])[C:64]([C:59]1[CH:60]=[CH:61][CH:62]=[CH:63][C:58]=1[C:55]1[CH:56]=[CH:57][C:52]([CH2:51][C@H:50]([NH:49][C:47]([C@H:44]2[CH2:43][CH2:42][C@H:41]([CH2:40][NH:39][C:37](=[O:38])[O:36][C:32]([CH3:33])([CH3:35])[CH3:34])[CH2:46][CH2:45]2)=[O:48])[C:67](=[O:80])[NH:68][C:69]2[CH:70]=[CH:71][C:72]([C:75]3[N:76]=[N:77][NH:78][N:79]=3)=[CH:73][CH:74]=2)=[CH:53][CH:54]=1)=[O:65])[CH3:2]. (6) The product is: [CH2:36]([C:13]1[CH:14]=[C:9]2[CH2:8][CH2:7][NH:6][C:10]2=[N:11][CH:12]=1)[C:30]1[CH:35]=[CH:34][CH:33]=[CH:32][CH:31]=1. Given the reactants C([Si](C)(C)[N:6]1[C:10]2=[N:11][CH:12]=[C:13]([Sn](CCCC)(CCCC)CCCC)[CH:14]=[C:9]2[CH2:8][CH2:7]1)(C)(C)C.[C:30]1([CH2:36]Br)[CH:35]=[CH:34][CH:33]=[CH:32][CH:31]=1, predict the reaction product. (7) The product is: [O:9]1[CH2:10][CH2:11][O:12][CH:8]1[C:6]1[CH:7]=[C:2]([CH:3]=[CH:4][C:5]=1[F:13])[CH:21]=[O:22]. Given the reactants Br[C:2]1[CH:3]=[CH:4][C:5]([F:13])=[C:6]([CH:8]2[O:12][CH2:11][CH2:10][O:9]2)[CH:7]=1.[Li]CCCC.C1C[O:22][CH2:21]C1, predict the reaction product.